Dataset: Full USPTO retrosynthesis dataset with 1.9M reactions from patents (1976-2016). Task: Predict the reactants needed to synthesize the given product. (1) The reactants are: CCN(C(C)C)C(C)C.Cl.Cl.[C:12]1([C:18]2[C:19]([N:27]3[CH2:32][CH2:31][NH:30][CH2:29][CH2:28]3)=[C:20]3[CH:26]=[N:25][NH:24][C:21]3=[N:22][CH:23]=2)[CH:17]=[CH:16][CH:15]=[CH:14][CH:13]=1.[C:33]([O:37][C:38]([N:40]1[CH2:44][CH2:43][CH2:42][C@H:41]1[C@H:45]([C:49]1[CH:54]=[CH:53][C:52]([Cl:55])=[CH:51][CH:50]=1)[C:46](O)=[O:47])=[O:39])([CH3:36])([CH3:35])[CH3:34].CN(C(ON1N=NC2C=CC=CC1=2)=[N+](C)C)C.[B-](F)(F)(F)F. Given the product [Cl:55][C:52]1[CH:51]=[CH:50][C:49]([C@@H:45]([C@@H:41]2[CH2:42][CH2:43][CH2:44][N:40]2[C:38]([O:37][C:33]([CH3:36])([CH3:35])[CH3:34])=[O:39])[C:46](=[O:47])[N:30]2[CH2:29][CH2:28][N:27]([C:19]3[C:18]([C:12]4[CH:13]=[CH:14][CH:15]=[CH:16][CH:17]=4)=[CH:23][N:22]=[C:21]4[NH:24][N:25]=[CH:26][C:20]=34)[CH2:32][CH2:31]2)=[CH:54][CH:53]=1, predict the reactants needed to synthesize it. (2) Given the product [OH:38][C:37]([CH2:39][CH2:40][CH2:41][CH2:42][C@H:43]1[C@@H:51]2[C@@H:46]([NH:47][C:48]([NH:50]2)=[O:49])[CH2:45][S:44]1)=[O:36].[C:40]1[CH2:41][CH2:42][CH2:43][CH2:51][CH2:46][NH:47][C:48]#1, predict the reactants needed to synthesize it. The reactants are: C1CCCCCCC#1.C(N(CC)C(C)C)(C)C.FC(F)(F)C(OC1C(F)=C(F)C(F)=C(F)C=1F)=O.[OH:36][C:37]([CH2:39][CH2:40][CH2:41][CH2:42][C@H:43]1[C@@H:51]2[C@@H:46]([NH:47][C:48]([NH:50]2)=[O:49])[CH2:45][S:44]1)=[O:38].